From a dataset of Reaction yield outcomes from USPTO patents with 853,638 reactions. Predict the reaction yield, written as a fraction of the theoretical maximum amount of product (1.0 means a 100% yield; for example, 0.34 means a 34% yield). (1) The reactants are Br[C:2]1[CH:3]=[N:4][C:5]2[C:10]([CH:11]=1)=[C:9]([F:12])[C:8]([CH2:13][C:14]([O:16][CH3:17])=[O:15])=[C:7]([F:18])[CH:6]=2.[NH:19]1[CH2:24][CH2:23][O:22][CH2:21][CH2:20]1.C1C=CC(P(C2C(C3C(P(C4C=CC=CC=4)C4C=CC=CC=4)=CC=C4C=3C=CC=C4)=C3C(C=CC=C3)=CC=2)C2C=CC=CC=2)=CC=1.C(O[Na])(C)(C)C. The catalyst is C1(C)C=CC=CC=1.C1C=CC(/C=C/C(/C=C/C2C=CC=CC=2)=O)=CC=1.C1C=CC(/C=C/C(/C=C/C2C=CC=CC=2)=O)=CC=1.C1C=CC(/C=C/C(/C=C/C2C=CC=CC=2)=O)=CC=1.[Pd].[Pd]. The product is [F:12][C:9]1[C:8]([CH2:13][C:14]([O:16][CH3:17])=[O:15])=[C:7]([F:18])[CH:6]=[C:5]2[C:10]=1[CH:11]=[C:2]([N:19]1[CH2:24][CH2:23][O:22][CH2:21][CH2:20]1)[CH:3]=[N:4]2. The yield is 0.190. (2) The reactants are [NH2:1][C:2]1[CH:3]=[CH:4][CH:5]=[C:6]2[C:11]=1[N:10]=[CH:9][CH:8]=[CH:7]2.[C:12]1([CH3:22])[C:13]([S:18](Cl)(=[O:20])=[O:19])=[CH:14][CH:15]=[CH:16][CH:17]=1. The catalyst is CN(C1C=CN=CC=1)C.CCCCCC. The product is [CH3:22][C:12]1[CH:17]=[CH:16][CH:15]=[CH:14][C:13]=1[S:18]([NH:1][C:2]1[CH:3]=[CH:4][CH:5]=[C:6]2[C:11]=1[N:10]=[CH:9][CH:8]=[CH:7]2)(=[O:20])=[O:19]. The yield is 0.600. (3) The yield is 0.740. The catalyst is [I-].C([N+](CCCC)(CCCC)CCCC)CCC.CN(C=O)C. The reactants are [Br:1][C:2]1[CH:3]=[C:4]2[C:10]([I:11])=[N:9][NH:8][C:5]2=[N:6][CH:7]=1.[H-].[Na+].[CH3:14][O:15][CH2:16][CH2:17][O:18][CH2:19]Cl.BrC1C=C2C(I)N(COCCOC)NC2=NC=1. The product is [Br:1][C:2]1[CH:3]=[C:4]2[C:10]([I:11])=[N:9][N:8]([CH2:14][O:15][CH2:16][CH2:17][O:18][CH3:19])[C:5]2=[N:6][CH:7]=1. (4) The reactants are [Cl:1][C:2]1[CH:3]=[N+:4]([O-:40])[CH:5]=[C:6]([Cl:39])[C:7]=1[CH2:8][C@@H:9]([C:24]1[CH:29]=[CH:28][C:27]([O:30][CH:31]([F:33])[F:32])=[C:26]([O:34][CH2:35][CH:36]2[CH2:38][CH2:37]2)[CH:25]=1)[O:10][C:11](=[O:23])[C:12]1[CH:17]=[CH:16][C:15]([O:18][CH3:19])=[C:14]([N+:20]([O-])=O)[CH:13]=1.C(Cl)Cl.CO. The catalyst is O1CCCC1.C([O-])(O)=O.[Na+].CCOC(C)=O. The product is [NH2:20][C:14]1[CH:13]=[C:12]([CH:17]=[CH:16][C:15]=1[O:18][CH3:19])[C:11]([O:10][C@H:9]([C:24]1[CH:29]=[CH:28][C:27]([O:30][CH:31]([F:33])[F:32])=[C:26]([O:34][CH2:35][CH:36]2[CH2:37][CH2:38]2)[CH:25]=1)[CH2:8][C:7]1[C:6]([Cl:39])=[CH:5][N+:4]([O-:40])=[CH:3][C:2]=1[Cl:1])=[O:23]. The yield is 0.267. (5) The product is [CH3:1][N:2]1[C:6]([C:7]2[CH:8]=[C:9]([C:13]([NH:17][C@@H:18]([CH2:31][C:32]3[CH:37]=[CH:36][CH:35]=[C:34]([C:38]([F:41])([F:39])[F:40])[CH:33]=3)[CH2:19][N:20]3[C:21](=[O:30])[C:22]4[C:27](=[CH:26][CH:25]=[CH:24][CH:23]=4)[C:28]3=[O:29])=[O:15])[S:10][C:11]=2[CH3:12])=[C:5]([CH3:16])[CH:4]=[N:3]1. The reactants are [CH3:1][N:2]1[C:6]([C:7]2[CH:8]=[C:9]([C:13]([OH:15])=O)[S:10][C:11]=2[CH3:12])=[C:5]([CH3:16])[CH:4]=[N:3]1.[NH2:17][C@@H:18]([CH2:31][C:32]1[CH:37]=[CH:36][CH:35]=[C:34]([C:38]([F:41])([F:40])[F:39])[CH:33]=1)[CH2:19][N:20]1[C:28](=[O:29])[C:27]2[C:22](=[CH:23][CH:24]=[CH:25][CH:26]=2)[C:21]1=[O:30].CC(OC(N[C@H](C(O)=O)CC1C=CC=CC=1C(F)(F)F)=O)(C)C.C1CN([P+](Br)(N2CCCC2)N2CCCC2)CC1.F[P-](F)(F)(F)(F)F.CCN(C(C)C)C(C)C. The catalyst is C(Cl)(Cl)Cl. The yield is 0.800.